From a dataset of Reaction yield outcomes from USPTO patents with 853,638 reactions. Predict the reaction yield, written as a fraction of the theoretical maximum amount of product (1.0 means a 100% yield; for example, 0.34 means a 34% yield). (1) The reactants are [C:1]([C:3]1[CH:8]=[CH:7][C:6]([N:9]([CH2:18][C:19]([F:22])([F:21])[F:20])[CH2:10][C:11]([O:13]C(C)(C)C)=[O:12])=[CH:5][C:4]=1[C:23]([F:26])([F:25])[F:24])#[N:2].C(O)(C(F)(F)F)=O.C([SiH](CC)CC)C. The catalyst is C(Cl)Cl. The product is [C:1]([C:3]1[CH:8]=[CH:7][C:6]([N:9]([CH2:18][C:19]([F:20])([F:21])[F:22])[CH2:10][C:11]([OH:13])=[O:12])=[CH:5][C:4]=1[C:23]([F:24])([F:26])[F:25])#[N:2]. The yield is 0.950. (2) The reactants are [C:1]([O:12]C)(=O)[C:2]1[C:3](=[CH:7][CH:8]=[CH:9][CH:10]=1)[C:4]([O-:6])=O.C(NC(C)C)(C)C.F[P-](F)(F)(F)(F)F.N1(O[P+](N2CCCC2)(N2CCCC2)N2CCCC2)C2C=CC=CC=2N=N1.Cl.[NH2:55][C@H:56]1[CH2:61][CH2:60][CH2:59][CH2:58][C@H:57]1[OH:62].C(N(CC)CC)C.[OH-].[Na+]. The catalyst is O1CCCC1.C1(C)C=CC(S(O)(=O)=O)=CC=1.O. The product is [OH:62][C@H:57]1[CH2:58][CH2:59][CH2:60][CH2:61][C@H:56]1[N:55]1[C:1](=[O:12])[C:2]2[C:3](=[CH:7][CH:8]=[CH:9][CH:10]=2)[C:4]1=[O:6]. The yield is 0.970. (3) The reactants are [CH3:1][O:2][C:3]([C:5]1[C:13]([NH:14][C:15]2[CH:20]=[CH:19][C:18]([Br:21])=[CH:17][C:16]=2[Cl:22])=[C:12]([F:23])[C:8]2[N:9]=[CH:10][NH:11][C:7]=2[CH:6]=1)=[O:4].IC.[C:26](=O)([O-])[O-].[K+].[K+]. The catalyst is CN(C)C=O.C(OCC)(=O)C. The product is [CH3:1][O:2][C:3]([C:5]1[C:13]([NH:14][C:15]2[CH:20]=[CH:19][C:18]([Br:21])=[CH:17][C:16]=2[Cl:22])=[C:12]([F:23])[C:8]2[N:9]=[CH:10][N:11]([CH3:26])[C:7]=2[CH:6]=1)=[O:4]. The yield is 0.360. (4) The reactants are [CH:1]1([NH:6][C:7]2[C:12]([C:13]3[C:14](OC)=[N:15][C:16]([O:19][CH3:20])=[CH:17][CH:18]=3)=[CH:11][N:10]=[C:9]([NH2:23])[N:8]=2)[CH2:5][CH2:4][CH2:3][CH2:2]1.C[Si]([N-][Si](C)(C)C)(C)C.[Na+].C1COCC1. The catalyst is N1C=CC=CC=1. The product is [CH:1]1([N:6]2[C:7]3[N:8]=[C:9]([NH2:23])[N:10]=[CH:11][C:12]=3[C:13]3[CH:18]=[CH:17][C:16]([O:19][CH3:20])=[N:15][C:14]2=3)[CH2:5][CH2:4][CH2:3][CH2:2]1. The yield is 0.620. (5) The reactants are CN1[CH2:6][CH2:5][N:4]([C:7]2N(C)C=CN=2)[C:3]1=[O:13].[O-]P([O-])([O-])=O.[K+].[K+].[K+].I[C:23]1[CH:24]=[C:25]([CH3:30])[CH:26]=C(C)[CH:28]=1.CNC=O.CCCCCCCCCCCC. The catalyst is C(OCC)(=O)C.[Cu]I.C1(C)C=CC=CC=1. The product is [CH3:30][C:25]1[CH:26]=[C:5]([N:4]([CH3:7])[CH:3]=[O:13])[CH:6]=[C:23]([CH3:28])[CH:24]=1. The yield is 0.540. (6) The reactants are [Cl:1][C:2]1[N:7]=[C:6]([NH:8][NH:9][C:10](=[O:30])[C@H:11]([CH2:24][CH:25]2[CH2:29][CH2:28][CH2:27][CH2:26]2)[CH2:12][N:13]([O:16]CC2C=CC=CC=2)[CH:14]=[O:15])[C:5]([F:31])=[C:4]([N:32]2[CH2:41][CH2:40][N:39]3[C@@H:34]([CH2:35][O:36][CH2:37][CH2:38]3)[CH2:33]2)[N:3]=1. The catalyst is CO.[OH-].[OH-].[Pd+2]. The product is [Cl:1][C:2]1[N:7]=[C:6]([NH:8][NH:9][C:10](=[O:30])[C@H:11]([CH2:24][CH:25]2[CH2:29][CH2:28][CH2:27][CH2:26]2)[CH2:12][N:13]([OH:16])[CH:14]=[O:15])[C:5]([F:31])=[C:4]([N:32]2[CH2:41][CH2:40][N:39]3[C@@H:34]([CH2:35][O:36][CH2:37][CH2:38]3)[CH2:33]2)[N:3]=1. The yield is 0.630. (7) The reactants are [C:1]([C:5]1[CH:24]=[CH:23][C:8]([C:9]([NH:11][C:12]2[N:13]=[C:14]3[CH:19]=[CH:18][C:17](Cl)=[N:16][N:15]3[C:21]=2[CH3:22])=[O:10])=[CH:7][CH:6]=1)([CH3:4])([CH3:3])[CH3:2].[NH:25]1[CH:29]=[CH:28][N:27]=[CH:26]1.C(=O)([O-])[O-].[Cs+].[Cs+]. The catalyst is CN(C)C=O. The product is [C:1]([C:5]1[CH:24]=[CH:23][C:8]([C:9]([NH:11][C:12]2[N:13]=[C:14]3[CH:19]=[CH:18][C:17]([N:25]4[CH:29]=[CH:28][N:27]=[CH:26]4)=[N:16][N:15]3[C:21]=2[CH3:22])=[O:10])=[CH:7][CH:6]=1)([CH3:4])([CH3:3])[CH3:2]. The yield is 0.0500. (8) The reactants are C([O:8][C:9]1[CH:27]=[CH:26][C:12]([CH2:13][C:14]2[CH:18]=[C:17]([C:19]3[C:20]([NH2:25])=[N:21][CH:22]=[CH:23][CH:24]=3)[O:16][N:15]=2)=[CH:11][CH:10]=1)C1C=CC=CC=1.FC(F)(F)C(O)=O.C1(SC)C=CC=CC=1.C(=O)([O-])O.[Na+]. The catalyst is C(OCC)(=O)C. The product is [NH2:25][C:20]1[C:19]([C:17]2[O:16][N:15]=[C:14]([CH2:13][C:12]3[CH:26]=[CH:27][C:9]([OH:8])=[CH:10][CH:11]=3)[CH:18]=2)=[CH:24][CH:23]=[CH:22][N:21]=1. The yield is 1.00. (9) The reactants are Cl[CH:2]([O:6][C:7]([NH:9][CH2:10][C:11]1([CH2:17][C:18]([OH:20])=[O:19])[CH2:16][CH2:15][CH2:14][CH2:13][CH2:12]1)=[O:8])[CH:3]([CH3:5])[CH3:4].N12CCCN=C1CCCCC2.[C:32]([OH:40])(=[O:39])[C:33]1[CH:38]=[CH:37][CH:36]=[N:35][CH:34]=1. The catalyst is CC(C)=O. The product is [C:32]([O:40][CH:2]([O:6][C:7]([NH:9][CH2:10][C:11]1([CH2:17][C:18]([OH:20])=[O:19])[CH2:16][CH2:15][CH2:14][CH2:13][CH2:12]1)=[O:8])[CH:3]([CH3:5])[CH3:4])(=[O:39])[C:33]1[CH:38]=[CH:37][CH:36]=[N:35][CH:34]=1. The yield is 0.140.